The task is: Predict the reactants needed to synthesize the given product.. This data is from Full USPTO retrosynthesis dataset with 1.9M reactions from patents (1976-2016). (1) Given the product [CH3:1]/[C:2](/[CH2:6][CH2:7][CH:8]=[C:9]([CH3:11])[CH3:10])=[CH:3]\[CH2:4][NH:5][C:19](=[O:21])[CH3:20], predict the reactants needed to synthesize it. The reactants are: [CH3:1]/[C:2](/[CH2:6][CH2:7][CH:8]=[C:9]([CH3:11])[CH3:10])=[CH:3]\[CH2:4][NH2:5].C(N(CC)CC)C.[C:19](Cl)(=[O:21])[CH3:20]. (2) Given the product [CH3:1][N:2]([CH3:29])[C:3]1[CH:4]=[CH:5][C:6]([NH:9][C:10](=[O:28])[O:11][C:12]2[CH:13]=[C:14]3[C:18](=[CH:19][CH:20]=2)[NH:17][CH2:16][CH2:15]3)=[CH:7][CH:8]=1, predict the reactants needed to synthesize it. The reactants are: [CH3:1][N:2]([CH3:29])[C:3]1[CH:8]=[CH:7][C:6]([NH:9][C:10](=[O:28])[O:11][C:12]2[CH:13]=[C:14]3[C:18](=[CH:19][CH:20]=2)[N:17](CC2C=CC=CC=2)[CH2:16][CH2:15]3)=[CH:5][CH:4]=1.